From a dataset of Catalyst prediction with 721,799 reactions and 888 catalyst types from USPTO. Predict which catalyst facilitates the given reaction. (1) Reactant: Cl[CH2:2][C:3](=O)[CH3:4].[Li+].[Br-:7].Br[C:9]1[C:14]([CH3:15])=[CH:13][CH:12]=[CH:11][N:10]=1.C([O-])([O-])=O.[K+].[K+]. Product: [Br:7][C:3]1[C:4]2[N:10]([CH:9]=[C:14]([CH3:15])[CH:13]=2)[CH:11]=[CH:12][CH:2]=1. The catalyst class is: 10. (2) Reactant: [OH:1][C@:2]1([C@:23]2([CH3:24])[C@H:9]([C@H:10]3[C:20](=[CH:21][CH2:22]2)[C@:18]2([CH3:19])[C:13](=[CH:14][C:15](=[O:25])[CH2:16][CH2:17]2)[CH2:12][CH2:11]3)[CH2:8][CH2:7]1)[C:3](=[O:6])[CH2:4][OH:5].[C:26](OCC(F)(F)F)(=[O:30])[CH2:27][CH2:28][CH3:29]. Product: [OH:1][C@:2]1([C@:23]2([CH3:24])[C@H:9]([C@H:10]3[C:20](=[CH:21][CH2:22]2)[C@:18]2([CH3:19])[C:13](=[CH:14][C:15](=[O:25])[CH2:16][CH2:17]2)[CH2:12][CH2:11]3)[CH2:8][CH2:7]1)[C:3](=[O:6])[CH2:4][O:5][C:26](=[O:30])[CH2:27][CH2:28][CH3:29]. The catalyst class is: 21. (3) Reactant: [Cl:1][C:2]1[C:7]([O:8][CH3:9])=[C:6]([C:10]#[N:11])[CH:5]=[CH:4][C:3]=1[CH2:12][C:13](OC)=[O:14].[BH4-].[Li+]. Product: [Cl:1][C:2]1[C:7]([O:8][CH3:9])=[C:6]([C:10]#[N:11])[CH:5]=[CH:4][C:3]=1[CH2:12][CH2:13][OH:14]. The catalyst class is: 116. (4) Reactant: [Cl:1][C:2]1[CH:7]=[C:6](I)[CH:5]=[C:4]([Cl:9])[N:3]=1.N#N.[F:12][C:13]1[CH:18]=[CH:17][C:16](B(O)O)=[CH:15][CH:14]=1.C(=O)([O-])[O-].[Na+].[Na+]. Product: [Cl:1][C:2]1[CH:7]=[C:6]([C:16]2[CH:17]=[CH:18][C:13]([F:12])=[CH:14][CH:15]=2)[CH:5]=[C:4]([Cl:9])[N:3]=1. The catalyst class is: 438.